This data is from Forward reaction prediction with 1.9M reactions from USPTO patents (1976-2016). The task is: Predict the product of the given reaction. (1) The product is: [CH3:20][S:21]([C:24]1[CH:25]=[CH:26][C:27]([O:28][C:29]2[C:43]([CH:44]3[CH2:48][CH2:47][CH2:46][N:45]3[C:15]([NH2:14])=[O:16])=[CH:42][C:32]3[NH:33][C:34]([C:36]4[CH:41]=[CH:40][CH:39]=[CH:38][N:37]=4)=[N:35][C:31]=3[CH:30]=2)=[CH:49][CH:50]=1)(=[O:22])=[O:23]. Given the reactants CN(C1C=CC=CN=1)C.C[Si]([N:14]=[C:15]=[O:16])(C)C.C(Cl)Cl.[CH3:20][S:21]([C:24]1[CH:50]=[CH:49][C:27]([O:28][C:29]2[C:43]([CH:44]3[CH2:48][CH2:47][CH2:46][NH:45]3)=[CH:42][C:32]3[NH:33][C:34]([C:36]4[CH:41]=[CH:40][CH:39]=[CH:38][N:37]=4)=[N:35][C:31]=3[CH:30]=2)=[CH:26][CH:25]=1)(=[O:23])=[O:22], predict the reaction product. (2) Given the reactants [C:1]([O:5][C:6]([CH3:9])([CH3:8])[CH3:7])(=[O:4])[NH:2][NH2:3].[F:10][C:11]1[CH:12]=[C:13]([CH:16]=[C:17]([F:19])[CH:18]=1)[CH:14]=O, predict the reaction product. The product is: [F:10][C:11]1[CH:12]=[C:13]([CH:14]=[N:3][NH:2][C:1]([O:5][C:6]([CH3:9])([CH3:8])[CH3:7])=[O:4])[CH:16]=[C:17]([F:19])[CH:18]=1. (3) Given the reactants C(OC(=O)[NH:7][CH2:8][C:9]1[C:14]([C:15]2[CH:20]=[CH:19][C:18]([Cl:21])=[CH:17][C:16]=2[Cl:22])=[CH:13][N:12]2[C:23]([N:26]3[CH2:31][CH2:30][NH:29][CH2:28][CH2:27]3)=[CH:24][N:25]=[C:11]2[CH:10]=1)(C)(C)C.[C:33](Cl)(=[O:35])[CH3:34].N1C=CC=CC=1, predict the reaction product. The product is: [NH2:7][CH2:8][C:9]1[C:14]([C:15]2[CH:20]=[CH:19][C:18]([Cl:21])=[CH:17][C:16]=2[Cl:22])=[CH:13][N:12]2[C:23]([N:26]3[CH2:27][CH2:28][N:29]([C:33](=[O:35])[CH3:34])[CH2:30][CH2:31]3)=[CH:24][N:25]=[C:11]2[CH:10]=1. (4) Given the reactants [Cl:1][C:2]1[CH:3]=[CH:4][C:5]2[N:11]3[C:12]([CH2:15][C:16]([CH3:19])([CH3:18])[CH3:17])=[N:13][N:14]=[C:10]3[C@@H:9]([CH2:20][CH2:21][C:22]([N:24]3[CH2:29][CH2:28][CH:27]([CH2:30][C:31]([O:33]CC)=[O:32])[CH2:26][CH2:25]3)=[O:23])[O:8][C@H:7]([C:36]3[CH:41]=[CH:40][CH:39]=[C:38]([O:42][CH3:43])[C:37]=3[O:44][CH3:45])[C:6]=2[CH:46]=1.C(=O)([O-])[O-].[K+].[K+].CO.O.O1CC[CH2:58][CH2:57]1, predict the reaction product. The product is: [CH2:57]([CH:30]([CH:27]1[CH2:28][CH2:29][N:24]([C:22](=[O:23])[CH2:21][CH2:20][C@H:9]2[O:8][C@H:7]([C:36]3[CH:41]=[CH:40][CH:39]=[C:38]([O:42][CH3:43])[C:37]=3[O:44][CH3:45])[C:6]3[CH:46]=[C:2]([Cl:1])[CH:3]=[CH:4][C:5]=3[N:11]3[C:12]([CH2:15][C:16]([CH3:18])([CH3:17])[CH3:19])=[N:13][N:14]=[C:10]23)[CH2:25][CH2:26]1)[C:31]([OH:33])=[O:32])[CH3:58]. (5) Given the reactants [Cl:1][C:2]1[C:19]([F:20])=[CH:18][CH:17]=[C:16]([F:21])[C:3]=1[CH2:4][N:5]1[CH2:10][CH2:9][NH:8][C:7]2[N:11]=[CH:12][C:13](I)=[CH:14][C:6]1=2.[CH3:22][N:23]1[CH2:28][CH2:27][N:26]([C:29]2[CH:34]=[CH:33][C:32](B3OC(C)(C)C(C)(C)O3)=[CH:31][N:30]=2)[CH2:25][CH2:24]1, predict the reaction product. The product is: [Cl:1][C:2]1[C:19]([F:20])=[CH:18][CH:17]=[C:16]([F:21])[C:3]=1[CH2:4][N:5]1[CH2:10][CH2:9][NH:8][C:7]2[N:11]=[CH:12][C:13]([C:32]3[CH:31]=[N:30][C:29]([N:26]4[CH2:25][CH2:24][N:23]([CH3:22])[CH2:28][CH2:27]4)=[CH:34][CH:33]=3)=[CH:14][C:6]1=2. (6) Given the reactants [CH3:1][O:2][C:3]1[CH:11]=[C:10]2[C:6]([CH2:7][C:8](=[O:12])[NH:9]2)=[CH:5][CH:4]=1.[N:13]1([CH2:19][CH2:20][CH2:21][C:22]2[C:23]3[CH2:33][CH2:32][CH2:31][CH2:30][CH2:29][C:24]=3[NH:25][C:26]=2[CH:27]=O)[CH2:18][CH2:17][O:16][CH2:15][CH2:14]1.N1CCCCC1, predict the reaction product. The product is: [CH3:1][O:2][C:3]1[CH:11]=[C:10]2[C:6](/[C:7](=[CH:27]/[C:26]3[NH:25][C:24]4[CH2:29][CH2:30][CH2:31][CH2:32][CH2:33][C:23]=4[C:22]=3[CH2:21][CH2:20][CH2:19][N:13]3[CH2:14][CH2:15][O:16][CH2:17][CH2:18]3)/[C:8](=[O:12])[NH:9]2)=[CH:5][CH:4]=1.